This data is from NCI-60 drug combinations with 297,098 pairs across 59 cell lines. The task is: Regression. Given two drug SMILES strings and cell line genomic features, predict the synergy score measuring deviation from expected non-interaction effect. (1) Drug 1: CC1=C(C(CCC1)(C)C)C=CC(=CC=CC(=CC(=O)O)C)C. Drug 2: C1=CN(C=N1)CC(O)(P(=O)(O)O)P(=O)(O)O. Cell line: MALME-3M. Synergy scores: CSS=8.27, Synergy_ZIP=1.69, Synergy_Bliss=4.13, Synergy_Loewe=-0.384, Synergy_HSA=2.35. (2) Drug 1: CCC1=CC2CC(C3=C(CN(C2)C1)C4=CC=CC=C4N3)(C5=C(C=C6C(=C5)C78CCN9C7C(C=CC9)(C(C(C8N6C)(C(=O)OC)O)OC(=O)C)CC)OC)C(=O)OC.C(C(C(=O)O)O)(C(=O)O)O. Drug 2: CC1CCC2CC(C(=CC=CC=CC(CC(C(=O)C(C(C(=CC(C(=O)CC(OC(=O)C3CCCCN3C(=O)C(=O)C1(O2)O)C(C)CC4CCC(C(C4)OC)O)C)C)O)OC)C)C)C)OC. Cell line: DU-145. Synergy scores: CSS=64.7, Synergy_ZIP=-2.50, Synergy_Bliss=-3.31, Synergy_Loewe=-0.0666, Synergy_HSA=0.0800. (3) Drug 1: CN(C)C1=NC(=NC(=N1)N(C)C)N(C)C. Drug 2: CC(C)CN1C=NC2=C1C3=CC=CC=C3N=C2N. Cell line: SK-MEL-28. Synergy scores: CSS=-0.262, Synergy_ZIP=2.64, Synergy_Bliss=3.21, Synergy_Loewe=0.963, Synergy_HSA=-1.54. (4) Drug 1: CC1=CC2C(CCC3(C2CCC3(C(=O)C)OC(=O)C)C)C4(C1=CC(=O)CC4)C. Drug 2: C1C(C(OC1N2C=C(C(=O)NC2=O)F)CO)O. Cell line: NCI/ADR-RES. Synergy scores: CSS=12.8, Synergy_ZIP=-7.05, Synergy_Bliss=-3.19, Synergy_Loewe=-26.2, Synergy_HSA=-2.80. (5) Drug 2: COC1=C2C(=CC3=C1OC=C3)C=CC(=O)O2. Synergy scores: CSS=6.07, Synergy_ZIP=1.06, Synergy_Bliss=6.29, Synergy_Loewe=2.11, Synergy_HSA=3.69. Cell line: HOP-92. Drug 1: C1CCC(C1)C(CC#N)N2C=C(C=N2)C3=C4C=CNC4=NC=N3. (6) Drug 1: CCCS(=O)(=O)NC1=C(C(=C(C=C1)F)C(=O)C2=CNC3=C2C=C(C=N3)C4=CC=C(C=C4)Cl)F. Drug 2: CC1CCCC2(C(O2)CC(NC(=O)CC(C(C(=O)C(C1O)C)(C)C)O)C(=CC3=CSC(=N3)C)C)C. Cell line: MOLT-4. Synergy scores: CSS=1.60, Synergy_ZIP=-0.254, Synergy_Bliss=-2.32, Synergy_Loewe=-5.35, Synergy_HSA=-4.67. (7) Drug 1: CCCS(=O)(=O)NC1=C(C(=C(C=C1)F)C(=O)C2=CNC3=C2C=C(C=N3)C4=CC=C(C=C4)Cl)F. Drug 2: C1=NC2=C(N1)C(=S)N=CN2. Cell line: SNB-75. Synergy scores: CSS=-0.0825, Synergy_ZIP=-8.71, Synergy_Bliss=-18.3, Synergy_Loewe=-41.9, Synergy_HSA=-19.5.